From a dataset of Catalyst prediction with 721,799 reactions and 888 catalyst types from USPTO. Predict which catalyst facilitates the given reaction. (1) The catalyst class is: 12. Reactant: Br[C:2]1[CH:3]=[C:4]2[CH:10]=[C:9]([C:11]3[C:12]([CH3:17])=[N:13][O:14][C:15]=3[CH3:16])[NH:8][C:5]2=[N:6][CH:7]=1.[B:18]1([B:18]2[O:22][C:21]([CH3:24])([CH3:23])[C:20]([CH3:26])([CH3:25])[O:19]2)[O:22][C:21]([CH3:24])([CH3:23])[C:20]([CH3:26])([CH3:25])[O:19]1.C([O-])(=O)C.[K+]. Product: [CH3:17][C:12]1[C:11]([C:9]2[NH:8][C:5]3=[N:6][CH:7]=[C:2]([B:18]4[O:22][C:21]([CH3:24])([CH3:23])[C:20]([CH3:26])([CH3:25])[O:19]4)[CH:3]=[C:4]3[CH:10]=2)=[C:15]([CH3:16])[O:14][N:13]=1. (2) Reactant: C([O:5][C:6](/[CH:8]=[CH:9]/[C:10]1[N:15]=[C:14](/[CH:16]=[CH:17]/[C:18]([O:20][CH2:21][CH3:22])=[O:19])[CH:13]=[CH:12][CH:11]=1)=[O:7])(C)(C)C.[C:23]([OH:29])([C:25]([F:28])([F:27])[F:26])=[O:24]. Product: [CH2:21]([O:20][C:18](/[CH:17]=[CH:16]/[C:14]1[N:15]=[C:10](/[CH:9]=[CH:8]/[C:6]([OH:7])=[O:5])[CH:11]=[CH:12][CH:13]=1)=[O:19])[CH3:22].[F:26][C:25]([F:28])([F:27])[C:23]([O-:29])=[O:24]. The catalyst class is: 2. (3) Reactant: [NH:1]1[C:9]2[C:4](=[CH:5][CH:6]=[CH:7][CH:8]=2)[C:3]([CH:10]2[CH2:15][CH2:14][C:13](=O)[CH2:12][CH2:11]2)=[CH:2]1.[NH:17]1[C:25]2[C:20](=[C:21]([N:26]3[CH2:31][CH2:30][NH:29][CH2:28][CH2:27]3)[CH:22]=[CH:23][CH:24]=2)[CH:19]=[CH:18]1.[C:32](O[BH-](OC(=O)C)OC(=O)C)(=O)C.[Na+].C(O)(=O)C. Product: [NH:17]1[C:25]2[C:20](=[C:21]([N:26]3[CH2:31][CH2:30][N:29]([C@@H:13]4[CH2:14][CH2:15][C@H:10]([C:3]5[C:4]6[C:9](=[CH:8][CH:7]=[CH:6][CH:5]=6)[NH:1][C:2]=5[CH3:32])[CH2:11][CH2:12]4)[CH2:28][CH2:27]3)[CH:22]=[CH:23][CH:24]=2)[CH:19]=[CH:18]1. The catalyst class is: 26. (4) Reactant: [NH2:1][C:2]1[N:7]=[C:6]([N:8]2[C:16]3[C:11](=[CH:12][CH:13]=[C:14]([Br:17])[CH:15]=3)[C:10]([C:18]([OH:20])=O)=[N:9]2)[CH:5]=[CH:4][N:3]=1.S(Cl)(Cl)=O.CN(C=O)C.[CH3:30][CH:31]1[O:36][CH:35]([CH3:37])[CH2:34][NH:33][CH2:32]1. Product: [Br:17][C:14]1[CH:15]=[C:16]2[C:11]([C:10]([C:18]([N:33]3[CH2:32][CH:31]([CH3:30])[O:36][CH:35]([CH3:37])[CH2:34]3)=[O:20])=[N:9][N:8]2[C:6]2[CH:5]=[CH:4][N:3]=[C:2]([NH2:1])[N:7]=2)=[CH:12][CH:13]=1. The catalyst class is: 2. (5) Reactant: [CH:1]([Mg]Br)=[CH2:2].[F:5][C:6]1[CH:7]=[C:8]([CH2:13][C@H:14]([NH:18][C:19](=[O:25])[O:20][C:21]([CH3:24])([CH3:23])[CH3:22])[C@H:15]2[CH2:17][O:16]2)[CH:9]=[C:10]([F:12])[CH:11]=1. Product: [F:5][C:6]1[CH:7]=[C:8]([CH:9]=[C:10]([F:12])[CH:11]=1)[CH2:13][C@H:14]([NH:18][C:19](=[O:25])[O:20][C:21]([CH3:24])([CH3:23])[CH3:22])[C@H:15]([OH:16])[CH2:17][CH:1]=[CH2:2]. The catalyst class is: 7.